Task: Predict the product of the given reaction.. Dataset: Forward reaction prediction with 1.9M reactions from USPTO patents (1976-2016) Given the reactants Br[C:2]1[CH:6]=[CH:5][O:4][N:3]=1.[OH-].[Na+].C(O)C=C.C(OCC=C)C=C.C(O)=O.O1CCC(=O)N1.[C:29]([O:32]C(=O)C)(=[O:31])[CH3:30], predict the reaction product. The product is: [C:29]([O:32][C:2]1[CH2:6][CH2:5][O:4][N:3]=1)(=[O:31])[CH3:30].[C:29]([O-:32])(=[O:31])[CH3:30].